Dataset: Forward reaction prediction with 1.9M reactions from USPTO patents (1976-2016). Task: Predict the product of the given reaction. Given the reactants N1C=CC=CC=1/C=C/C(C1C=CC([NH:17][C:18]([C:20]2[C:21]([C:26]3[CH:31]=[CH:30][C:29]([C:32]([F:35])([F:34])[F:33])=[CH:28][CH:27]=3)=[CH:22][CH:23]=[CH:24][CH:25]=2)=[O:19])=CC=1)=O.[H][H], predict the reaction product. The product is: [F:33][C:32]([F:34])([F:35])[C:29]1[CH:28]=[CH:27][C:26]([C:21]2[C:20]([C:18]([NH2:17])=[O:19])=[CH:25][CH:24]=[CH:23][CH:22]=2)=[CH:31][CH:30]=1.